Dataset: Full USPTO retrosynthesis dataset with 1.9M reactions from patents (1976-2016). Task: Predict the reactants needed to synthesize the given product. (1) Given the product [F:10][S:9]([F:14])([F:13])([F:12])([F:11])[C:6]1[CH:7]=[CH:8][C:3]([C:2]([Cl:1])=[O:17])=[CH:4][CH:5]=1, predict the reactants needed to synthesize it. The reactants are: [Cl:1][C:2](Cl)(Cl)[C:3]1[CH:8]=[CH:7][C:6]([S:9]([F:14])([F:13])([F:12])([F:11])[F:10])=[CH:5][CH:4]=1.[OH2:17].Cl. (2) The reactants are: C([N-]C(C)C)(C)C.[Li+].Cl.[CH2:10]1[CH2:15][CH2:14][CH2:13][CH2:12][CH2:11]1.[CH2:16]([C:18]1[CH:23]=[CH:22][CH:21]=[CH:20][CH:19]=1)C.C1C[O:27]CC1. Given the product [C:10]1([CH:16]([C:18]2[CH:23]=[CH:22][CH:21]=[CH:20][CH:19]=2)[OH:27])[CH:15]=[CH:14][CH:13]=[CH:12][CH:11]=1, predict the reactants needed to synthesize it. (3) The reactants are: [CH2:1]([NH:4][C:5]1[S:6][C:7]([CH2:10][NH:11][C:12]2[S:13][C:14]([CH2:17][NH:18][C:19]3[S:20][CH:21]=[C:22]([C:24]4[CH:29]=[CH:28][C:27]([CH3:30])=[CH:26][CH:25]=4)[N:23]=3)=[CH:15][N:16]=2)=[CH:8][N:9]=1)[CH2:2][CH3:3].CCOCC.[ClH:36]. Given the product [ClH:36].[ClH:36].[ClH:36].[CH2:1]([NH:4][C:5]1[S:6][C:7]([CH2:10][NH:11][C:12]2[S:13][C:14]([CH2:17][NH:18][C:19]3[S:20][CH:21]=[C:22]([C:24]4[CH:29]=[CH:28][C:27]([CH3:30])=[CH:26][CH:25]=4)[N:23]=3)=[CH:15][N:16]=2)=[CH:8][N:9]=1)[CH2:2][CH3:3], predict the reactants needed to synthesize it. (4) Given the product [NH:19]1[CH2:16][CH2:17][N:14]=[C:13]1[CH:10]1[C:11]2[C:6](=[CH:5][C:4]([CH3:15])=[CH:3][CH:12]=2)[O:27][CH2:8][CH2:9]1, predict the reactants needed to synthesize it. The reactants are: CO[C:3]1[CH:12]=[C:11]2[C:6](C[CH2:8][CH2:9][CH:10]2[C:13]#[N:14])=[CH:5][C:4]=1[CH3:15].[CH2:16]([NH2:19])[CH2:17]N.C1(C)C=CC(S(O)(=O)=[O:27])=CC=1. (5) The reactants are: [CH3:1][O:2][C:3](=[O:15])[C:4]1[CH:9]=[CH:8][C:7]([NH:10][CH2:11][CH2:12][F:13])=[C:6]([NH2:14])[CH:5]=1.[NH2:16][C:17]1[S:18][C:19]2[CH:25]=[C:24]([O:26][C:27]([F:30])([F:29])[F:28])[CH:23]=[CH:22][C:20]=2[N:21]=1.[C:31](N1C=CN=C1)(N1C=CN=C1)=S.C(Cl)CCl. Given the product [CH3:1][O:2][C:3]([C:4]1[CH:9]=[CH:8][C:7]2[N:10]([CH2:11][CH2:12][F:13])[C:31]([NH:16][C:17]3[S:18][C:19]4[CH:25]=[C:24]([O:26][C:27]([F:30])([F:28])[F:29])[CH:23]=[CH:22][C:20]=4[N:21]=3)=[N:14][C:6]=2[CH:5]=1)=[O:15], predict the reactants needed to synthesize it. (6) Given the product [CH2:14]([O:13][C:12]1[C:11](=[O:21])[N:10]=[C:9]([CH2:22][C:23]2([C:28]3[CH:29]=[CH:30][C:31]([Cl:34])=[CH:32][CH:33]=3)[CH2:27][CH2:26][CH2:25][CH2:24]2)[N:8]2[CH2:36][CH2:35][N:4]([CH:1]3[CH2:2][CH2:3]3)[C:5](=[O:6])[C:7]=12)[C:15]1[CH:20]=[CH:19][CH:18]=[CH:17][CH:16]=1, predict the reactants needed to synthesize it. The reactants are: [CH:1]1([N:4]([CH2:35][CH2:36]O)[C:5]([C:7]2[C:12]([O:13][CH2:14][C:15]3[CH:20]=[CH:19][CH:18]=[CH:17][CH:16]=3)=[C:11]([OH:21])[N:10]=[C:9]([CH2:22][C:23]3([C:28]4[CH:33]=[CH:32][C:31]([Cl:34])=[CH:30][CH:29]=4)[CH2:27][CH2:26][CH2:25][CH2:24]3)[N:8]=2)=[O:6])[CH2:3][CH2:2]1.C1(P(C2C=CC=CC=2)C2C=CC=CC=2)C=CC=CC=1.N(C(OC(C)C)=O)=NC(OC(C)C)=O. (7) Given the product [CH:1]1([NH:7][C:8]([C:10]2[C:14]([CH2:15][OH:16])=[C:13]([C:17]3[CH:18]=[CH:19][C:20]([O:23][S:43]([CH2:42][CH2:41][C:40]([F:48])([F:47])[F:39])(=[O:45])=[O:44])=[CH:21][CH:22]=3)[N:12]([C:24]3[CH:29]=[CH:28][C:27]([Cl:30])=[CH:26][C:25]=3[Cl:31])[N:11]=2)=[O:9])[CH2:6][CH2:5][CH2:4][CH2:3][CH2:2]1, predict the reactants needed to synthesize it. The reactants are: [CH:1]1([NH:7][C:8]([C:10]2[C:14]([CH2:15][OH:16])=[C:13]([C:17]3[CH:22]=[CH:21][C:20]([OH:23])=[CH:19][CH:18]=3)[N:12]([C:24]3[CH:29]=[CH:28][C:27]([Cl:30])=[CH:26][C:25]=3[Cl:31])[N:11]=2)=[O:9])[CH2:6][CH2:5][CH2:4][CH2:3][CH2:2]1.C(N(CC)CC)C.[F:39][C:40]([F:48])([F:47])[CH2:41][CH2:42][S:43](Cl)(=[O:45])=[O:44]. (8) Given the product [C:28]([C:25]1[CH:24]=[CH:23][C:22]([C:20]2[CH:21]=[C:16]([CH:11]3[C:10]([CH3:33])([CH3:32])[CH2:9][C:8]4[C:13](=[CH:14][CH:15]=[C:6]([C:4]([OH:5])=[O:3])[CH:7]=4)[NH:12]3)[CH:17]=[N:18][CH:19]=2)=[CH:27][CH:26]=1)([CH3:31])([CH3:29])[CH3:30], predict the reactants needed to synthesize it. The reactants are: C([O:3][C:4]([C:6]1[CH:7]=[C:8]2[C:13](=[CH:14][CH:15]=1)[NH:12][CH:11]([C:16]1[CH:17]=[N:18][CH:19]=[C:20]([C:22]3[CH:27]=[CH:26][C:25]([C:28]([CH3:31])([CH3:30])[CH3:29])=[CH:24][CH:23]=3)[CH:21]=1)[C:10]([CH3:33])([CH3:32])[CH2:9]2)=[O:5])C.Cl. (9) Given the product [NH2:12][C:5]1[CH:4]=[CH:3][C:2]([C:56]#[N:58])=[C:7]([C:8]([F:11])([F:10])[F:9])[N:6]=1, predict the reactants needed to synthesize it. The reactants are: Br[C:2]1[CH:3]=[CH:4][C:5]([NH2:12])=[N:6][C:7]=1[C:8]([F:11])([F:10])[F:9].CC1(C)C2C(=C(P(C3C=CC=CC=3)C3C=CC=CC=3)C=CC=2)OC2C(P(C3C=CC=CC=3)C3C=CC=CC=3)=CC=CC1=2.C[C:56]([N:58](C)C)=O.